Dataset: Full USPTO retrosynthesis dataset with 1.9M reactions from patents (1976-2016). Task: Predict the reactants needed to synthesize the given product. (1) Given the product [CH3:1][S:2]([CH2:5][C:6]1[CH:7]=[CH:8][C:9]([C:12]2[C:13]3[N:14]([N:18]=[C:19]([NH:21][C:23]4[CH:24]=[CH:25][C:26]([N:29]5[CH2:34][CH2:33][N:32]([CH3:35])[CH2:31][CH2:30]5)=[CH:27][CH:28]=4)[N:20]=3)[CH:15]=[CH:16][CH:17]=2)=[CH:10][CH:11]=1)(=[O:3])=[O:4], predict the reactants needed to synthesize it. The reactants are: [CH3:1][S:2]([CH2:5][C:6]1[CH:11]=[CH:10][C:9]([C:12]2[C:13]3[N:14]([N:18]=[C:19]([NH2:21])[N:20]=3)[CH:15]=[CH:16][CH:17]=2)=[CH:8][CH:7]=1)(=[O:4])=[O:3].Br[C:23]1[CH:28]=[CH:27][C:26]([N:29]2[CH2:34][CH2:33][N:32]([CH3:35])[CH2:31][CH2:30]2)=[CH:25][CH:24]=1.C1(P(C2CCCCC2)C2C=CC=CC=2C2C=CC=CC=2P(C2CCCCC2)C2CCCCC2)CCCCC1. (2) Given the product [CH3:1][O:2][C:3]1[CH:12]=[C:11]([N:13]2[C:18](=[O:19])[C@H:17]3[CH2:20][C@@H:14]2[CH2:15][CH2:16]3)[CH:10]=[CH:9][C:4]=1[C:5]([OH:7])=[O:6], predict the reactants needed to synthesize it. The reactants are: [CH3:1][O:2][C:3]1[CH:12]=[C:11]([N:13]2[C:18](=[O:19])[C@H:17]3[CH2:20][C@@H:14]2[CH2:15][CH2:16]3)[CH:10]=[CH:9][C:4]=1[C:5]([O:7]C)=[O:6].[OH-].[Ba+2].[OH-].C(O)(=O)C. (3) Given the product [I:1][C:2]1[C:10]2[C:5](=[CH:6][CH:7]=[CH:8][CH:9]=2)[N:4]([CH2:15][CH2:16][N:17]2[CH2:22][CH2:21][CH2:20][CH2:19][CH2:18]2)[N:3]=1, predict the reactants needed to synthesize it. The reactants are: [I:1][C:2]1[C:10]2[C:5](=[CH:6][CH:7]=[CH:8][CH:9]=2)[NH:4][N:3]=1.[H-].[Na+].Cl.Cl[CH2:15][CH2:16][N:17]1[CH2:22][CH2:21][CH2:20][CH2:19][CH2:18]1.O. (4) Given the product [Cl:21][CH2:20][C:15]1[CH:16]=[C:17]([CH3:19])[CH:18]=[C:13]([N:8]2[C:7]([CH3:6])=[CH:11][CH:10]=[C:9]2[CH3:12])[N:14]=1, predict the reactants needed to synthesize it. The reactants are: C([Li])CCC.[CH3:6][C:7]1[N:8]([C:13]2[CH:18]=[C:17]([CH3:19])[CH:16]=[C:15]([CH3:20])[N:14]=2)[C:9]([CH3:12])=[CH:10][CH:11]=1.[Cl:21]C(Cl)(Cl)C(Cl)(Cl)Cl.[Cl-].[NH4+]. (5) Given the product [CH3:1][C:2]1([CH3:9])[CH2:5][CH:4]([C:6]([NH:8][C:11](=[O:12])[NH:35][C:32]2[CH:31]=[CH:30][C:29]([O:28][C:24]3[CH:23]=[C:22]([C:20]4[CH:19]=[N:18][N:17]([CH3:16])[CH:21]=4)[N:27]=[CH:26][N:25]=3)=[CH:34][N:33]=2)=[O:7])[CH2:3]1, predict the reactants needed to synthesize it. The reactants are: [CH3:1][C:2]1([CH3:9])[CH2:5][CH:4]([C:6]([NH2:8])=[O:7])[CH2:3]1.C(Cl)(=O)[C:11](Cl)=[O:12].[CH3:16][N:17]1[CH:21]=[C:20]([C:22]2[N:27]=[CH:26][N:25]=[C:24]([O:28][C:29]3[CH:30]=[CH:31][C:32]([NH2:35])=[N:33][CH:34]=3)[CH:23]=2)[CH:19]=[N:18]1.N1C=CC=CC=1.